This data is from Catalyst prediction with 721,799 reactions and 888 catalyst types from USPTO. The task is: Predict which catalyst facilitates the given reaction. (1) Reactant: Cl[C:2]1[CH:7]=[CH:6][C:5]([N+:8]([O-:10])=[O:9])=[CH:4][N:3]=1.[NH:11]1[CH2:16][CH2:15][S:14][CH2:13][CH2:12]1. Product: [N+:8]([C:5]1[CH:6]=[CH:7][C:2]([N:11]2[CH2:16][CH2:15][S:14][CH2:13][CH2:12]2)=[N:3][CH:4]=1)([O-:10])=[O:9]. The catalyst class is: 7. (2) Reactant: Cl[CH2:2][C:3]([C:5]1[CH:14]=[CH:13][C:8]2[NH:9][C:10](=[O:12])[O:11][C:7]=2[CH:6]=1)=[O:4].[NH2:15][N:16]1[C:20]([C:21]2[CH:26]=[CH:25][C:24]([O:27][CH3:28])=[CH:23][C:22]=2[O:29][CH3:30])=[N:19][N:18]=[C:17]1[SH:31]. Product: [CH3:30][O:29][C:22]1[CH:23]=[C:24]([O:27][CH3:28])[CH:25]=[CH:26][C:21]=1[C:20]1[N:16]([NH2:15])[C:17]([S:31][CH2:2][C:3]([C:5]2[CH:14]=[CH:13][C:8]3[NH:9][C:10](=[O:12])[O:11][C:7]=3[CH:6]=2)=[O:4])=[N:18][N:19]=1. The catalyst class is: 32.